Dataset: NCI-60 drug combinations with 297,098 pairs across 59 cell lines. Task: Regression. Given two drug SMILES strings and cell line genomic features, predict the synergy score measuring deviation from expected non-interaction effect. (1) Drug 1: C1=CN(C(=O)N=C1N)C2C(C(C(O2)CO)O)O.Cl. Drug 2: C1CN1C2=NC(=NC(=N2)N3CC3)N4CC4. Cell line: SF-268. Synergy scores: CSS=29.6, Synergy_ZIP=-12.7, Synergy_Bliss=-4.37, Synergy_Loewe=-20.4, Synergy_HSA=-0.450. (2) Drug 1: CCC(=C(C1=CC=CC=C1)C2=CC=C(C=C2)OCCN(C)C)C3=CC=CC=C3.C(C(=O)O)C(CC(=O)O)(C(=O)O)O. Cell line: PC-3. Drug 2: CCC1=C2CN3C(=CC4=C(C3=O)COC(=O)C4(CC)O)C2=NC5=C1C=C(C=C5)O. Synergy scores: CSS=13.2, Synergy_ZIP=-4.55, Synergy_Bliss=-0.698, Synergy_Loewe=-26.8, Synergy_HSA=-2.92. (3) Drug 1: CN1C(=O)N2C=NC(=C2N=N1)C(=O)N. Drug 2: C1=CN(C=N1)CC(O)(P(=O)(O)O)P(=O)(O)O. Cell line: KM12. Synergy scores: CSS=-8.29, Synergy_ZIP=0.624, Synergy_Bliss=-3.38, Synergy_Loewe=-5.96, Synergy_HSA=-5.40. (4) Drug 1: CC1=C(C(=CC=C1)Cl)NC(=O)C2=CN=C(S2)NC3=CC(=NC(=N3)C)N4CCN(CC4)CCO. Drug 2: CN(C(=O)NC(C=O)C(C(C(CO)O)O)O)N=O. Cell line: MDA-MB-231. Synergy scores: CSS=22.2, Synergy_ZIP=-5.83, Synergy_Bliss=5.16, Synergy_Loewe=7.13, Synergy_HSA=7.37. (5) Drug 1: C1=CC=C(C=C1)NC(=O)CCCCCCC(=O)NO. Drug 2: C1CCC(C(C1)[NH-])[NH-].C(=O)(C(=O)[O-])[O-].[Pt+4]. Cell line: SW-620. Synergy scores: CSS=66.5, Synergy_ZIP=2.89, Synergy_Bliss=1.45, Synergy_Loewe=-5.66, Synergy_HSA=1.81. (6) Drug 1: CC1OCC2C(O1)C(C(C(O2)OC3C4COC(=O)C4C(C5=CC6=C(C=C35)OCO6)C7=CC(=C(C(=C7)OC)O)OC)O)O. Drug 2: C1CCC(C(C1)N)N.C(=O)(C(=O)[O-])[O-].[Pt+4]. Cell line: NCI-H322M. Synergy scores: CSS=11.2, Synergy_ZIP=-4.24, Synergy_Bliss=1.21, Synergy_Loewe=3.26, Synergy_HSA=3.26.